The task is: Regression. Given two drug SMILES strings and cell line genomic features, predict the synergy score measuring deviation from expected non-interaction effect.. This data is from Merck oncology drug combination screen with 23,052 pairs across 39 cell lines. (1) Drug 1: O=C(O)C1(Cc2cccc(Nc3nccs3)n2)CCC(Oc2cccc(Cl)c2F)CC1. Drug 2: CC(C)CC(NC(=O)C(Cc1ccccc1)NC(=O)c1cnccn1)B(O)O. Cell line: ES2. Synergy scores: synergy=-9.93. (2) Drug 1: O=C(CCCCCCC(=O)Nc1ccccc1)NO. Drug 2: Cn1nnc2c(C(N)=O)ncn2c1=O. Cell line: HT144. Synergy scores: synergy=8.15. (3) Drug 1: CN1C(=O)C=CC2(C)C3CCC4(C)C(NC(=O)OCC(F)(F)F)CCC4C3CCC12. Drug 2: COC1=C2CC(C)CC(OC)C(O)C(C)C=C(C)C(OC(N)=O)C(OC)C=CC=C(C)C(=O)NC(=CC1=O)C2=O. Cell line: T47D. Synergy scores: synergy=-7.11. (4) Drug 2: COC1=C2CC(C)CC(OC)C(O)C(C)C=C(C)C(OC(N)=O)C(OC)C=CC=C(C)C(=O)NC(=CC1=O)C2=O. Cell line: VCAP. Drug 1: C#Cc1cccc(Nc2ncnc3cc(OCCOC)c(OCCOC)cc23)c1. Synergy scores: synergy=0.346. (5) Drug 1: CC(C)CC(NC(=O)C(Cc1ccccc1)NC(=O)c1cnccn1)B(O)O. Drug 2: CNC(=O)c1cc(Oc2ccc(NC(=O)Nc3ccc(Cl)c(C(F)(F)F)c3)cc2)ccn1. Cell line: NCIH1650. Synergy scores: synergy=-11.9. (6) Drug 2: CCc1c2c(nc3ccc(O)cc13)-c1cc3c(c(=O)n1C2)COC(=O)C3(O)CC. Synergy scores: synergy=-6.77. Cell line: HT29. Drug 1: NC(=O)c1cccc2cn(-c3ccc(C4CCCNC4)cc3)nc12. (7) Drug 1: CC(C)CC(NC(=O)C(Cc1ccccc1)NC(=O)c1cnccn1)B(O)O. Drug 2: COC1=C2CC(C)CC(OC)C(O)C(C)C=C(C)C(OC(N)=O)C(OC)C=CC=C(C)C(=O)NC(=CC1=O)C2=O. Cell line: UWB1289BRCA1. Synergy scores: synergy=-28.5. (8) Drug 1: N.N.O=C(O)C1(C(=O)O)CCC1.[Pt]. Drug 2: CCc1cnn2c(NCc3ccc[n+]([O-])c3)cc(N3CCCCC3CCO)nc12. Cell line: RKO. Synergy scores: synergy=3.42. (9) Drug 1: NC1(c2ccc(-c3nc4ccn5c(=O)[nH]nc5c4cc3-c3ccccc3)cc2)CCC1. Drug 2: COC1=C2CC(C)CC(OC)C(O)C(C)C=C(C)C(OC(N)=O)C(OC)C=CC=C(C)C(=O)NC(=CC1=O)C2=O. Cell line: UWB1289BRCA1. Synergy scores: synergy=-5.56.